This data is from Reaction yield outcomes from USPTO patents with 853,638 reactions. The task is: Predict the reaction yield, written as a fraction of the theoretical maximum amount of product (1.0 means a 100% yield; for example, 0.34 means a 34% yield). (1) The reactants are [F:1][C:2]([F:9])([F:8])[C:3]1[N:4]=[CH:5][NH:6][CH:7]=1.[H-].[Na+].Br[CH2:13][C:14]([O:16][CH3:17])=[O:15]. The catalyst is C1COCC1. The product is [F:1][C:2]([F:9])([F:8])[C:3]1[N:4]=[CH:5][N:6]([CH2:13][C:14]([O:16][CH3:17])=[O:15])[CH:7]=1. The yield is 0.610. (2) The reactants are CN(C(ON1N=NC2C=CC=NC1=2)=[N+](C)C)C.F[P-](F)(F)(F)(F)F.[F:25][C:26]1[CH:31]=[CH:30][C:29]([NH:32][C:33]2[C:34]3[C:41]([CH3:42])=[C:40]([C:43](OC)=[O:44])[S:39][C:35]=3[N:36]=[CH:37][N:38]=2)=[C:28]([O:47][CH:48]2[CH2:53][CH2:52][O:51][CH2:50][CH2:49]2)[CH:27]=1.CCN(C(C)C)C(C)C.[CH3:63][N:64]([CH3:70])[CH2:65][CH2:66][CH2:67][CH2:68][NH2:69]. The catalyst is CN(C=O)C. The product is [CH3:63][N:64]([CH3:70])[CH2:65][CH2:66][CH2:67][CH2:68][NH:69][C:43]([C:40]1[S:39][C:35]2[N:36]=[CH:37][N:38]=[C:33]([NH:32][C:29]3[CH:30]=[CH:31][C:26]([F:25])=[CH:27][C:28]=3[O:47][CH:48]3[CH2:49][CH2:50][O:51][CH2:52][CH2:53]3)[C:34]=2[C:41]=1[CH3:42])=[O:44]. The yield is 0.370. (3) The reactants are C(OC(=O)N[C@@H]1[C@H](N[C:15]2[N:16]=[CH:17][C:18]3[S:23][CH:22]=[C:21]([C:24](=[O:35])[NH:25][C:26]4[S:27][C:28]5[C:29]([N:34]=4)=[N:30][CH:31]=[CH:32][CH:33]=5)[C:19]=3[N:20]=2)CCOC1)(C)(C)C. The catalyst is C(O)(C(F)(F)F)=O.ClCCl. The product is [S:27]1[C:28]2[C:29](=[N:30][CH:31]=[CH:32][CH:33]=2)[N:34]=[C:26]1[NH:25][C:24]([C:21]1[C:19]2[N:20]=[CH:15][N:16]=[CH:17][C:18]=2[S:23][CH:22]=1)=[O:35]. The yield is 0.0800. (4) The reactants are [Cl:1][C:2]1[CH:3]=[C:4]2[C:9](=[CH:10][CH:11]=1)[O:8][C:7](=[O:12])[CH:6]=[C:5]2[OH:13].N1C=CC=CC=1.[C:20]1([CH3:30])[CH:25]=[CH:24][C:23]([S:26](Cl)(=[O:28])=[O:27])=[CH:22][CH:21]=1. The catalyst is C(Cl)Cl. The product is [Cl:1][C:2]1[CH:11]=[CH:10][C:9]2[O:8][C:7](=[O:12])[CH:6]=[C:5]([O:13][S:26]([C:23]3[CH:24]=[CH:25][C:20]([CH3:30])=[CH:21][CH:22]=3)(=[O:28])=[O:27])[C:4]=2[CH:3]=1. The yield is 0.900. (5) The reactants are [C:1]([C:5]1[CH:13]=[CH:12][C:11]([N+:14]([O-])=O)=[CH:10][C:6]=1[C:7]([O-:9])=[O:8])([CH3:4])([CH3:3])[CH3:2].[CH:17]([O-])=O.[K+]. The catalyst is CCO.O.[Pd]. The product is [C:1]([C:5]1[CH:13]=[CH:12][C:11]([NH2:14])=[CH:10][C:6]=1[C:7]([O:9][CH3:17])=[O:8])([CH3:4])([CH3:3])[CH3:2]. The yield is 0.950. (6) The reactants are Cl[C:2]1[C:7]([N+:8]([O-:10])=[O:9])=[CH:6][CH:5]=[C:4]([O:11][CH3:12])[N:3]=1.O1CCOCC1.[NH:19]([CH2:23][CH2:24][OH:25])[CH2:20][CH2:21][OH:22]. The catalyst is O. The product is [OH:22][CH2:21][CH2:20][N:19]([C:2]1[C:7]([N+:8]([O-:10])=[O:9])=[CH:6][CH:5]=[C:4]([O:11][CH3:12])[N:3]=1)[CH2:23][CH2:24][OH:25]. The yield is 0.740.